From a dataset of CYP2D6 inhibition data for predicting drug metabolism from PubChem BioAssay. Regression/Classification. Given a drug SMILES string, predict its absorption, distribution, metabolism, or excretion properties. Task type varies by dataset: regression for continuous measurements (e.g., permeability, clearance, half-life) or binary classification for categorical outcomes (e.g., BBB penetration, CYP inhibition). Dataset: cyp2d6_veith. (1) The molecule is COc1ccc(-c2nc3cnc(N4CCOCC4)nc3n(CCC#N)c2=O)cc1. The result is 0 (non-inhibitor). (2) The compound is COCCn1c(=O)c(-c2ccc(F)cc2)nc2cnc(Oc3ccc(OC)cc3)nc21. The result is 0 (non-inhibitor). (3) The molecule is N[C@@H](CCP(=O)(O)O)C(=O)O. The result is 0 (non-inhibitor). (4) The compound is CC(=O)OC1COC(N2CCc3cc([N+](=O)[O-])ccc32)C(OC(C)=O)C1OC(C)=O. The result is 0 (non-inhibitor). (5) The molecule is COC1(OC)N=C(NC(=O)Nc2ccccc2)C2(C#N)C(c3ccccc3)C12C#N. The result is 0 (non-inhibitor). (6) The drug is CN1CCO[C@H](c2ccccc2)c2ccccc2C1. The result is 1 (inhibitor). (7) The drug is Fc1ccc(CN(C2=NCCN2)c2c(Cl)cccc2Cl)cc1. The result is 1 (inhibitor).